The task is: Predict the product of the given reaction.. This data is from Forward reaction prediction with 1.9M reactions from USPTO patents (1976-2016). (1) Given the reactants [NH2:1][CH:2]([C:5]1([CH2:10][CH2:11][CH3:12])[CH2:9][CH:8]=[CH:7][CH2:6]1)[CH2:3][CH3:4].B.[OH:14]O.[OH-].[Na+], predict the reaction product. The product is: [NH2:1][CH:2]([C:5]1([CH2:10][CH2:11][CH3:12])[CH2:9][CH2:8][CH:7]([OH:14])[CH2:6]1)[CH2:3][CH3:4]. (2) Given the reactants [CH3:1][O:2][C:3]1[C:11]([CH3:12])=[C:10]2[C:6]([C:7](=[O:13])[O:8][CH2:9]2)=[C:5]([O:14][CH2:15][CH2:16][Si:17]([CH3:20])([CH3:19])[CH3:18])[C:4]=1[CH2:21][CH:22]=[C:23]([CH3:29])[CH2:24][CH2:25][C:26](O)=[O:27].ClC(OCC(C)C)=O.C(N(CC)CC)C.C(O)(=O)C(O)=O.[NH2:51][CH2:52][P:53](=[O:60])([O:57][CH2:58][CH3:59])[O:54][CH2:55][CH3:56], predict the reaction product. The product is: [CH2:55]([O:54][P:53]([CH2:52][NH:51][C:26](=[O:27])[CH2:25][CH2:24][C:23]([CH3:29])=[CH:22][CH2:21][C:4]1[C:5]([O:14][CH2:15][CH2:16][Si:17]([CH3:20])([CH3:18])[CH3:19])=[C:6]2[C:10](=[C:11]([CH3:12])[C:3]=1[O:2][CH3:1])[CH2:9][O:8][C:7]2=[O:13])(=[O:60])[O:57][CH2:58][CH3:59])[CH3:56]. (3) The product is: [C:38]1([O:37][C:35](=[O:36])[NH:10][C:8]2[N:7]([C:11]3[CH:16]=[CH:15][C:14]([O:17][Si:18]([CH:19]([CH3:20])[CH3:21])([CH:22]([CH3:24])[CH3:23])[CH:25]([CH3:27])[CH3:26])=[C:13]([Cl:28])[CH:12]=3)[N:6]=[C:5]([C:1]([CH3:3])([CH3:2])[CH3:4])[CH:9]=2)[CH:43]=[CH:42][CH:41]=[CH:40][CH:39]=1. Given the reactants [C:1]([C:5]1[CH:9]=[C:8]([NH2:10])[N:7]([C:11]2[CH:16]=[CH:15][C:14]([O:17][Si:18]([CH:25]([CH3:27])[CH3:26])([CH:22]([CH3:24])[CH3:23])[CH:19]([CH3:21])[CH3:20])=[C:13]([Cl:28])[CH:12]=2)[N:6]=1)([CH3:4])([CH3:3])[CH3:2].C(=O)(O)[O-].[Na+].Cl[C:35]([O:37][C:38]1[CH:43]=[CH:42][CH:41]=[CH:40][CH:39]=1)=[O:36], predict the reaction product. (4) The product is: [ClH:1].[NH2:15][CH2:16][CH2:17][NH:18][C:19]1[CH:24]=[CH:23][CH:22]=[CH:21][N:20]=1. Given the reactants [ClH:1].O1CCOCC1.C(OC([NH:15][CH2:16][CH2:17][NH:18][C:19]1[CH:24]=[CH:23][CH:22]=[CH:21][N:20]=1)=O)(C)(C)C, predict the reaction product. (5) Given the reactants [Cl:1][C:2]1[CH:3]=[C:4]([C@H:9]2[C@@H:15]([CH2:16]I)[O:14][CH2:13][CH2:12][N:11]([C:18]([O:20][C:21]([CH3:24])([CH3:23])[CH3:22])=[O:19])[CH2:10]2)[CH:5]=[CH:6][C:7]=1[Cl:8].[N:25]1[NH:26][C:27](=[O:31])[CH:28]=[CH:29][CH:30]=1.C(=O)([O-])[O-].[K+].[K+].O, predict the reaction product. The product is: [Cl:1][C:2]1[CH:3]=[C:4]([C@H:9]2[C@@H:15]([CH2:16][N:26]3[C:27](=[O:31])[CH:28]=[CH:29][CH:30]=[N:25]3)[O:14][CH2:13][CH2:12][N:11]([C:18]([O:20][C:21]([CH3:24])([CH3:23])[CH3:22])=[O:19])[CH2:10]2)[CH:5]=[CH:6][C:7]=1[Cl:8]. (6) Given the reactants [F:1][C:2]([F:15])([F:14])[S:3]([O:6]S(C(F)(F)F)(=O)=O)(=[O:5])=[O:4].[CH3:16][C:17]1[CH:22]=[C:21]([C:23]2([C:40]3[CH:45]=[CH:44][CH:43]=[C:42](O)[CH:41]=3)[C:31]3[C:26](=[N:27][CH:28]=[CH:29][CH:30]=3)[C:25]([NH:32][C:33](=[O:39])[O:34][C:35]([CH3:38])([CH3:37])[CH3:36])=[N:24]2)[CH:20]=[C:19]([CH3:47])[N:18]=1.C(N(CC)C(C)C)(C)C.O, predict the reaction product. The product is: [F:1][C:2]([F:15])([F:14])[S:3]([O:6][C:44]1[CH:43]=[CH:42][CH:41]=[C:40]([C:23]2([C:21]3[CH:22]=[C:17]([CH3:16])[N:18]=[C:19]([CH3:47])[CH:20]=3)[C:31]3[C:26](=[N:27][CH:28]=[CH:29][CH:30]=3)[C:25]([NH:32][C:33]([O:34][C:35]([CH3:36])([CH3:37])[CH3:38])=[O:39])=[N:24]2)[CH:45]=1)(=[O:5])=[O:4]. (7) Given the reactants [NH2:1][C:2]1[CH:7]=[CH:6][C:5]([C:8]([N:10]2[CH2:15][CH2:14][O:13][CH2:12][CH2:11]2)=[O:9])=[CH:4][CH:3]=1.C[Si]([N-][Si](C)(C)C)(C)C.[Li+].Cl[C:27]1[N:35]=[C:34]([Cl:36])[CH:33]=[CH:32][C:28]=1[C:29]([OH:31])=[O:30], predict the reaction product. The product is: [Cl:36][C:34]1[CH:33]=[CH:32][C:28]([C:29]([OH:31])=[O:30])=[C:27]([NH:1][C:2]2[CH:3]=[CH:4][C:5]([C:8]([N:10]3[CH2:11][CH2:12][O:13][CH2:14][CH2:15]3)=[O:9])=[CH:6][CH:7]=2)[N:35]=1. (8) Given the reactants [C:1]1([C:7]2[NH:8][C:9](=O)[O:10][CH:11]=2)[CH:6]=[CH:5][CH:4]=[CH:3][CH:2]=1.N1C=CC=CC=1.P(Cl)(Cl)([Cl:21])=O, predict the reaction product. The product is: [Cl:21][C:9]1[O:10][CH:11]=[C:7]([C:1]2[CH:6]=[CH:5][CH:4]=[CH:3][CH:2]=2)[N:8]=1. (9) Given the reactants [C-]#N.[K+].[Br:4][C:5]1[C:6]([N:12]([CH:21]2[CH2:25][CH2:24][CH2:23][CH2:22]2)[NH:13][C:14]([O:16][C:17]([CH3:20])([CH3:19])[CH3:18])=[O:15])=[N:7][C:8](Cl)=[N:9][CH:10]=1.C1N2CC[N:28](CC2)[CH2:27]1, predict the reaction product. The product is: [Br:4][C:5]1[C:6]([N:12]([CH:21]2[CH2:25][CH2:24][CH2:23][CH2:22]2)[NH:13][C:14]([O:16][C:17]([CH3:20])([CH3:19])[CH3:18])=[O:15])=[N:7][C:8]([C:27]#[N:28])=[N:9][CH:10]=1.